This data is from Forward reaction prediction with 1.9M reactions from USPTO patents (1976-2016). The task is: Predict the product of the given reaction. Given the reactants [C:1]1([CH3:13])[CH:6]=[CH:5][C:4]([CH2:7][C:8]([O:10][CH2:11][CH3:12])=[O:9])=[CH:3][CH:2]=1.C1C(=O)N([Br:21])C(=O)C1.CCOC(C)=O, predict the reaction product. The product is: [Br:21][CH2:13][C:1]1[CH:2]=[CH:3][C:4]([CH2:7][C:8]([O:10][CH2:11][CH3:12])=[O:9])=[CH:5][CH:6]=1.